Dataset: Catalyst prediction with 721,799 reactions and 888 catalyst types from USPTO. Task: Predict which catalyst facilitates the given reaction. Reactant: ClC(Cl)(Cl)CO[C:5](=[O:16])[NH:6][C:7]1[O:8][C:9]([C:12]([CH3:15])([CH3:14])[CH3:13])=[N:10][N:11]=1.[CH:19]([C:22]1[N:26]2[CH:27]=[C:28]([O:31][C@@H:32]3[C:41]4[C:36](=[CH:37][CH:38]=[CH:39][CH:40]=4)[C@@H:35]([NH2:42])[CH2:34][CH2:33]3)[CH:29]=[CH:30][C:25]2=[N:24][N:23]=1)([CH3:21])[CH3:20].CCN(C(C)C)C(C)C. Product: [C:12]([C:9]1[O:8][C:7]([NH:6][C:5]([NH:42][C@@H:35]2[C:36]3[C:41](=[CH:40][CH:39]=[CH:38][CH:37]=3)[C@@H:32]([O:31][C:28]3[CH:29]=[CH:30][C:25]4[N:26]([C:22]([CH:19]([CH3:21])[CH3:20])=[N:23][N:24]=4)[CH:27]=3)[CH2:33][CH2:34]2)=[O:16])=[N:11][N:10]=1)([CH3:13])([CH3:14])[CH3:15]. The catalyst class is: 18.